Dataset: Reaction yield outcomes from USPTO patents with 853,638 reactions. Task: Predict the reaction yield, written as a fraction of the theoretical maximum amount of product (1.0 means a 100% yield; for example, 0.34 means a 34% yield). (1) The yield is 0.700. No catalyst specified. The reactants are [NH2:1][C:2]1[CH:3]=[C:4]([OH:8])[CH:5]=[CH:6][CH:7]=1.S(=O)(=O)(O)O.[CH3:14][Si:15]([CH3:22])([CH3:21])N[Si:15]([CH3:22])([CH3:21])[CH3:14]. The product is [CH3:14][Si:15]([CH3:22])([CH3:21])[O:8][C:4]1[CH:3]=[C:2]([CH:7]=[CH:6][CH:5]=1)[NH2:1]. (2) The reactants are [CH2:1]([O:8][C:9]1[N:13]([CH:14]([CH3:16])[CH3:15])[N:12]=[C:11]([C:17](OC)=[O:18])[CH:10]=1)[C:2]1[CH:7]=[CH:6][CH:5]=[CH:4][CH:3]=1.[H-].[Al+3].[Li+].[H-].[H-].[H-].C(O)C.O. The catalyst is O1CCCC1. The product is [CH2:1]([O:8][C:9]1[N:13]([CH:14]([CH3:15])[CH3:16])[N:12]=[C:11]([CH2:17][OH:18])[CH:10]=1)[C:2]1[CH:7]=[CH:6][CH:5]=[CH:4][CH:3]=1. The yield is 0.730. (3) The reactants are [CH2:1]([OH:8])[CH2:2][CH2:3][CH2:4][CH2:5][CH2:6][OH:7].[C:9](O)(=[O:13])[C:10]([CH3:12])=[CH2:11]. The catalyst is C1(C)C=CC(S(O)(=O)=O)=CC=1.O. The product is [C:9]([O:7][CH2:6][CH2:5][CH2:4][CH2:3][CH2:2][CH2:1][OH:8])(=[O:13])[C:10]([CH3:12])=[CH2:11]. The yield is 0.677. (4) The reactants are [NH2:1][C:2]1[CH:3]=[C:4]([CH:8]=[C:9](Br)[CH:10]=1)[C:5]([OH:7])=[O:6].[C:12]1(B(O)O)[CH2:16][CH2:15][CH2:14][CH:13]=1.C(=O)([O-])[O-].[K+].[K+].O. The catalyst is O1CCOCC1.C1C=CC([P]([Pd]([P](C2C=CC=CC=2)(C2C=CC=CC=2)C2C=CC=CC=2)([P](C2C=CC=CC=2)(C2C=CC=CC=2)C2C=CC=CC=2)[P](C2C=CC=CC=2)(C2C=CC=CC=2)C2C=CC=CC=2)(C2C=CC=CC=2)C2C=CC=CC=2)=CC=1. The product is [NH2:1][C:2]1[CH:3]=[C:4]([CH:8]=[C:9]([C:12]2[CH2:16][CH2:15][CH2:14][CH:13]=2)[CH:10]=1)[C:5]([OH:7])=[O:6]. The yield is 0.712. (5) The product is [CH3:22][C:23]1[C:31]([CH3:32])=[CH:30][CH:29]=[CH:28][C:24]=1[C:25]([NH:1][C:2]1[CH:3]=[C:4]2[C:20](=[O:21])[NH:19][N:18]=[CH:17][C:6]3=[C:7]([C:11]4[CH:12]=[CH:13][CH:14]=[CH:15][CH:16]=4)[NH:8][C:9]([CH:10]=1)=[C:5]23)=[O:26]. The reactants are [NH2:1][C:2]1[CH:3]=[C:4]2[C:20](=[O:21])[NH:19][N:18]=[CH:17][C:6]3=[C:7]([C:11]4[CH:16]=[CH:15][CH:14]=[CH:13][CH:12]=4)[NH:8][C:9]([CH:10]=1)=[C:5]23.[CH3:22][C:23]1[C:31]([CH3:32])=[CH:30][CH:29]=[CH:28][C:24]=1[C:25](O)=[O:26].C(N(CC)CC)C.F[P-](F)(F)(F)(F)F.N1(OC(N(C)C)=[N+](C)C)C2N=CC=CC=2N=N1. The catalyst is C(Cl)Cl.CN(C)C=O. The yield is 0.580. (6) The reactants are Br[CH2:2][CH2:3][CH2:4][CH2:5][CH2:6][CH2:7][CH2:8][CH3:9].BrC(C)C.[C:14]12([C:24]3[CH:29]=[C:28]([I:30])[CH:27]=[CH:26][C:25]=3[OH:31])[CH2:23][CH:18]3[CH2:19][CH:20]([CH2:22][CH:16]([CH2:17]3)[CH2:15]1)[CH2:21]2.C12(C3C=C(C=CC=3O)C=O)CC3CC(CC(C3)C1)C2. No catalyst specified. The product is [C:14]12([C:24]3[CH:29]=[C:28]([I:30])[CH:27]=[CH:26][C:25]=3[O:31][CH2:2][CH2:3][CH2:4][CH2:5][CH2:6][CH2:7][CH2:8][CH3:9])[CH2:15][CH:16]3[CH2:22][CH:20]([CH2:19][CH:18]([CH2:17]3)[CH2:23]1)[CH2:21]2. The yield is 0.720. (7) The yield is 0.740. The reactants are C[O:2][C:3](=O)[CH2:4][CH2:5][C:6]1[CH:11]=[CH:10][C:9]([S:12]([C:15]2[CH:20]=[CH:19][CH:18]=[CH:17][CH:16]=2)(=[O:14])=[O:13])=[CH:8][C:7]=1[Br:21].[H-].C([Al+]CC(C)C)C(C)C.CO.Cl. The product is [C:15]1([S:12]([C:9]2[CH:10]=[CH:11][C:6]([CH2:5][CH2:4][CH:3]=[O:2])=[C:7]([Br:21])[CH:8]=2)(=[O:13])=[O:14])[CH:16]=[CH:17][CH:18]=[CH:19][CH:20]=1. The catalyst is C(Cl)Cl. (8) The reactants are [CH:1]([N:4]([C:17]1[CH:22]=[CH:21][CH:20]=[CH:19][C:18]=1/[CH:23]=[CH:24]/[C:25]([O:27]C)=O)[C:5](=[O:16])[C:6]1[CH:11]=[CH:10][CH:9]=[C:8]([C:12]([F:15])([F:14])[F:13])[CH:7]=1)([CH3:3])[CH3:2].[NH2:29][OH:30].[OH-:31].[Na+].Cl.C1COCC1.C[OH:40]. No catalyst specified. The product is [F:13][C:12]([F:15])([F:14])[C:8]([OH:40])=[O:31].[OH:30][NH:29][C:25](=[O:27])/[CH:24]=[CH:23]/[C:18]1[CH:19]=[CH:20][CH:21]=[CH:22][C:17]=1[N:4]([CH:1]([CH3:3])[CH3:2])[C:5](=[O:16])[C:6]1[CH:11]=[CH:10][CH:9]=[C:8]([C:12]([F:15])([F:14])[F:13])[CH:7]=1. The yield is 0.100. (9) The yield is 0.0700. The product is [CH3:1][C:2]1[CH:7]=[C:6](/[CH:8]=[CH:16]/[C:17]2[CH:22]=[CH:21][CH:20]=[CH:19][CH:18]=2)[CH:5]=[CH:4][N+:3]=1[O-:9]. The reactants are [CH3:1][C:2]1[CH:7]=[C:6]([CH3:8])[CH:5]=[CH:4][N+:3]=1[O-:9].C([O-])(C)(C)C.[K+].[CH:16](=O)[C:17]1[CH:22]=[CH:21][CH:20]=[CH:19][CH:18]=1. No catalyst specified.